Dataset: NCI-60 drug combinations with 297,098 pairs across 59 cell lines. Task: Regression. Given two drug SMILES strings and cell line genomic features, predict the synergy score measuring deviation from expected non-interaction effect. (1) Drug 1: C1C(C(OC1N2C=NC3=C(N=C(N=C32)Cl)N)CO)O. Drug 2: C1CC(=O)NC(=O)C1N2C(=O)C3=CC=CC=C3C2=O. Cell line: HOP-92. Synergy scores: CSS=30.7, Synergy_ZIP=-10.9, Synergy_Bliss=-4.22, Synergy_Loewe=-43.2, Synergy_HSA=-5.25. (2) Drug 1: CN(CC1=CN=C2C(=N1)C(=NC(=N2)N)N)C3=CC=C(C=C3)C(=O)NC(CCC(=O)O)C(=O)O. Drug 2: CCC1(CC2CC(C3=C(CCN(C2)C1)C4=CC=CC=C4N3)(C5=C(C=C6C(=C5)C78CCN9C7C(C=CC9)(C(C(C8N6C=O)(C(=O)OC)O)OC(=O)C)CC)OC)C(=O)OC)O.OS(=O)(=O)O. Cell line: SK-MEL-28. Synergy scores: CSS=29.5, Synergy_ZIP=-10.2, Synergy_Bliss=-5.14, Synergy_Loewe=-14.7, Synergy_HSA=-6.99. (3) Drug 1: CC(C1=C(C=CC(=C1Cl)F)Cl)OC2=C(N=CC(=C2)C3=CN(N=C3)C4CCNCC4)N. Drug 2: CCC1=C2CN3C(=CC4=C(C3=O)COC(=O)C4(CC)O)C2=NC5=C1C=C(C=C5)O. Cell line: MDA-MB-231. Synergy scores: CSS=33.7, Synergy_ZIP=0.0268, Synergy_Bliss=2.34, Synergy_Loewe=-7.62, Synergy_HSA=4.84. (4) Drug 1: C1=CC=C(C=C1)NC(=O)CCCCCCC(=O)NO. Drug 2: C1CCC(C(C1)N)N.C(=O)(C(=O)[O-])[O-].[Pt+4]. Cell line: SK-MEL-2. Synergy scores: CSS=41.7, Synergy_ZIP=1.02, Synergy_Bliss=3.32, Synergy_Loewe=-0.628, Synergy_HSA=-2.36. (5) Drug 1: CC(C1=C(C=CC(=C1Cl)F)Cl)OC2=C(N=CC(=C2)C3=CN(N=C3)C4CCNCC4)N. Drug 2: CC1=C2C(C(=O)C3(C(CC4C(C3C(C(C2(C)C)(CC1OC(=O)C(C(C5=CC=CC=C5)NC(=O)OC(C)(C)C)O)O)OC(=O)C6=CC=CC=C6)(CO4)OC(=O)C)O)C)O. Cell line: HL-60(TB). Synergy scores: CSS=31.3, Synergy_ZIP=14.8, Synergy_Bliss=14.8, Synergy_Loewe=-10.9, Synergy_HSA=12.3.